This data is from Full USPTO retrosynthesis dataset with 1.9M reactions from patents (1976-2016). The task is: Predict the reactants needed to synthesize the given product. Given the product [CH:4]12[CH2:11][CH:1]([CH:10]3[CH:5]1[CH2:6][CH2:7][CH2:8][CH2:9]3)[CH2:2][CH2:3]2, predict the reactants needed to synthesize it. The reactants are: [CH:1]12[CH2:11][CH:4]([CH:5]3[C:10]1=[CH:9][CH2:8][CH2:7][CH2:6]3)[CH2:3][CH2:2]2.[H][H].